Dataset: Reaction yield outcomes from USPTO patents with 853,638 reactions. Task: Predict the reaction yield, written as a fraction of the theoretical maximum amount of product (1.0 means a 100% yield; for example, 0.34 means a 34% yield). The yield is 0.570. The reactants are [F:1][C:2]1[CH:7]=[CH:6][C:5]([CH2:8][C:9]([N:11]2[CH2:15][CH:14]([O:16][CH3:17])[CH2:13][N:12]2[C:18]([C:20]2[CH:25]=[CH:24][N:23]=[C:22]([S:26][CH3:27])[N:21]=2)=O)=[O:10])=[CH:4][CH:3]=1.CN(C)C=O.O1CCCC1.[H-].[Na+]. The product is [F:1][C:2]1[CH:7]=[CH:6][C:5]([C:8]2[C:9](=[O:10])[N:11]3[CH2:15][CH:14]([O:16][CH3:17])[CH2:13][N:12]3[C:18]=2[C:20]2[CH:25]=[CH:24][N:23]=[C:22]([S:26][CH3:27])[N:21]=2)=[CH:4][CH:3]=1. The catalyst is CN(C)C=O.